Dataset: Catalyst prediction with 721,799 reactions and 888 catalyst types from USPTO. Task: Predict which catalyst facilitates the given reaction. (1) Reactant: [F:1][C:2]1[CH:7]=[CH:6][C:5]([N:8]2[CH2:17][CH2:16][C:15]3[C:10](=[CH:11][CH:12]=[C:13]([OH:18])[CH:14]=3)[CH:9]2[CH2:19][C:20]2[CH:25]=[CH:24][C:23](/[CH:26]=[CH:27]/[C:28]([O:30]CC)=[O:29])=[CH:22][CH:21]=2)=[CH:4][CH:3]=1.O.[OH-].[Li+]. Product: [F:1][C:2]1[CH:3]=[CH:4][C:5]([N:8]2[CH2:17][CH2:16][C:15]3[C:10](=[CH:11][CH:12]=[C:13]([OH:18])[CH:14]=3)[CH:9]2[CH2:19][C:20]2[CH:25]=[CH:24][C:23](/[CH:26]=[CH:27]/[C:28]([OH:30])=[O:29])=[CH:22][CH:21]=2)=[CH:6][CH:7]=1. The catalyst class is: 30. (2) Reactant: Br[C:2]1[CH:7]=[CH:6][C:5]2[C:8]3([O:17][CH2:18][C:4]=2[CH:3]=1)[CH2:13][CH2:12][CH2:11][N:10]1[CH:14]=[N:15][CH:16]=[C:9]31.[Cu][C:20]#[N:21].N.C(OCC)(=O)C. Product: [CH:16]1[N:15]=[CH:14][N:10]2[CH2:11][CH2:12][CH2:13][C:8]3([C:5]4[CH:6]=[CH:7][C:2]([C:20]#[N:21])=[CH:3][C:4]=4[CH2:18][O:17]3)[C:9]=12. The catalyst class is: 60.